This data is from Forward reaction prediction with 1.9M reactions from USPTO patents (1976-2016). The task is: Predict the product of the given reaction. (1) The product is: [C:1]([C:4]1[CH:12]=[C:11]2[C:7]([C:8]([CH:14]([C:34]3[CH:42]=[CH:41][C:37]4[O:38][CH2:39][O:40][C:36]=4[CH:35]=3)[C:15]([NH:17][S:18]([C:21]3[CH:22]=[CH:23][C:24]([CH2:27][CH2:28][C:29]([O:31][CH2:32][CH3:33])=[O:30])=[CH:25][CH:26]=3)(=[O:20])=[O:19])=[O:16])=[CH:9][N:10]2[CH3:13])=[CH:6][CH:5]=1)(=[O:3])[NH2:2]. Given the reactants [C:1]([C:4]1[CH:12]=[C:11]2[C:7]([C:8]([CH:14]([C:34]3[CH:42]=[CH:41][C:37]4[O:38][CH2:39][O:40][C:36]=4[CH:35]=3)[C:15]([NH:17][S:18]([C:21]3[CH:26]=[CH:25][C:24](/[CH:27]=[CH:28]/[C:29]([O:31][CH2:32][CH3:33])=[O:30])=[CH:23][CH:22]=3)(=[O:20])=[O:19])=[O:16])=[CH:9][N:10]2[CH3:13])=[CH:6][CH:5]=1)(=[O:3])[NH2:2].[H][H], predict the reaction product. (2) Given the reactants Cl.[Cl:2][C:3]1[CH:8]=[CH:7][C:6]([CH:9]2[CH2:14][CH2:13][N:12]([C:15](=[O:27])[C@H:16]([NH:19]C(=O)OC(C)(C)C)[CH2:17][CH3:18])[CH2:11][CH2:10]2)=[CH:5][CH:4]=1, predict the reaction product. The product is: [ClH:2].[NH2:19][C@H:16]([CH2:17][CH3:18])[C:15]([N:12]1[CH2:13][CH2:14][CH:9]([C:6]2[CH:5]=[CH:4][C:3]([Cl:2])=[CH:8][CH:7]=2)[CH2:10][CH2:11]1)=[O:27]. (3) Given the reactants [F:1][C:2]1[CH:7]=[CH:6][CH:5]=[CH:4][C:3]=1[C:8]1[CH:17]=[C:16]([C:18]2[CH:19]=[N:20][CH:21]=[C:22]([C:24]3[CH:25]=[N:26][N:27]([CH2:29][CH2:30][O:31]C4CCCCO4)[CH:28]=3)[CH:23]=2)[C:15]2[C:10](=[N:11][CH:12]=[CH:13][CH:14]=2)[N:9]=1.Cl, predict the reaction product. The product is: [F:1][C:2]1[CH:7]=[CH:6][CH:5]=[CH:4][C:3]=1[C:8]1[CH:17]=[C:16]([C:18]2[CH:23]=[C:22]([C:24]3[CH:25]=[N:26][N:27]([CH2:29][CH2:30][OH:31])[CH:28]=3)[CH:21]=[N:20][CH:19]=2)[C:15]2[C:10](=[N:11][CH:12]=[CH:13][CH:14]=2)[N:9]=1. (4) Given the reactants [NH:1]1[CH:5]=[CH:4][N:3]=[C:2]1[C:6]1[CH:7]=[CH:8][C:9]([CH3:29])=[C:10]([NH:12][C:13](=[O:28])[C:14]2[CH:19]=[CH:18][C:17]([C:20]#[C:21][C:22]3[CH:27]=[CH:26][CH:25]=[CH:24][N:23]=3)=[CH:16][CH:15]=2)[CH:11]=1.CC(C[AlH]CC(C)C)C.O.CCOC(C)=O, predict the reaction product. The product is: [NH:1]1[CH:5]=[CH:4][N:3]=[C:2]1[C:6]1[CH:7]=[CH:8][C:9]([CH3:29])=[C:10]([NH:12][C:13](=[O:28])[C:14]2[CH:19]=[CH:18][C:17](/[CH:20]=[CH:21]/[C:22]3[CH:27]=[CH:26][CH:25]=[CH:24][N:23]=3)=[CH:16][CH:15]=2)[CH:11]=1.